Dataset: Forward reaction prediction with 1.9M reactions from USPTO patents (1976-2016). Task: Predict the product of the given reaction. (1) Given the reactants [CH2:1]([N:3]1[CH2:15][CH2:14][C:6]2[NH:7][C:8]3[CH:9]=[CH:10][CH:11]=[CH:12][C:13]=3[C:5]=2[CH2:4]1)[CH3:2].[CH3:16][C:17]1[CH:25]=[CH:24][C:20]([CH:21]2[O:23][CH2:22]2)=[CH:19][CH:18]=1.[H-].[Na+].FC(F)(F)C([O-])=O, predict the reaction product. The product is: [CH2:1]([N:3]1[CH2:15][CH2:14][C:6]2[N:7]([CH2:22][CH:21]([C:20]3[CH:24]=[CH:25][C:17]([CH3:16])=[CH:18][CH:19]=3)[OH:23])[C:8]3[CH:9]=[CH:10][CH:11]=[CH:12][C:13]=3[C:5]=2[CH2:4]1)[CH3:2]. (2) Given the reactants [CH3:1][C:2]([O-])([CH3:4])[CH3:3].[K+].O=C1C[CH2:12][CH:11]([CH2:14][C:15]([O:17][CH2:18][CH3:19])=[O:16])[CH2:10]C1, predict the reaction product. The product is: [CH2:1]=[C:2]1[CH2:4][CH2:12][CH:11]([CH2:14][C:15]([O:17][CH2:18][CH3:19])=[O:16])[CH2:10][CH2:3]1.